Task: Predict which catalyst facilitates the given reaction.. Dataset: Catalyst prediction with 721,799 reactions and 888 catalyst types from USPTO (1) Reactant: [O:1]=[C:2]1[C:11]([C:12]([O:14][CH2:15][CH3:16])=[O:13])=[N:10][C:9]2[C:4](=[CH:5][CH:6]=[CH:7][CH:8]=2)[NH:3]1.[CH3:17][O:18][C:19]1[CH:20]=[C:21](OB(O)O)[CH:22]=[CH:23][CH:24]=1.N1C=CC=CC=1. Product: [CH3:17][O:18][C:19]1[CH:24]=[C:23]([N:3]2[C:4]3[C:9](=[CH:8][CH:7]=[CH:6][CH:5]=3)[N:10]=[C:11]([C:12]([O:14][CH2:15][CH3:16])=[O:13])[C:2]2=[O:1])[CH:22]=[CH:21][CH:20]=1. The catalyst class is: 221. (2) Reactant: [OH:1][C@H:2]1[CH2:6][N:5]([C:7]([O:9][C:10]([CH3:13])([CH3:12])[CH3:11])=[O:8])[C@H:4]([CH2:14][OH:15])[CH2:3]1.[CH3:16][C:17]1[CH:22]=[CH:21][C:20]([S:23](Cl)(=[O:25])=[O:24])=[CH:19][CH:18]=1. Product: [S:23]([O:1][C@H:2]1[CH2:6][N:5]([C:7]([O:9][C:10]([CH3:11])([CH3:12])[CH3:13])=[O:8])[C@H:4]([CH2:14][O:15][S:23]([C:20]2[CH:21]=[CH:22][C:17]([CH3:16])=[CH:18][CH:19]=2)(=[O:25])=[O:24])[CH2:3]1)([C:20]1[CH:21]=[CH:22][C:17]([CH3:16])=[CH:18][CH:19]=1)(=[O:25])=[O:24]. The catalyst class is: 17. (3) Reactant: [CH2:1]([O:3][C:4](=[O:24])[CH:5]([O:21][CH2:22][CH3:23])[CH2:6][C:7]1[C:16]2[C:11](=[CH:12][CH:13]=[CH:14][CH:15]=2)[C:10]([OH:17])=[C:9]([CH2:18][CH:19]=[CH2:20])[CH:8]=1)[CH3:2].[CH3:25][C:26]1[O:30][C:29]([C:31]2[CH:36]=[CH:35][CH:34]=[CH:33][CH:32]=2)=[N:28][C:27]=1[CH2:37][CH2:38]O.C1(P(C2C=CC=CC=2)C2C=CC=CC=2)C=CC=CC=1.N(C(OC(C)(C)C)=O)=NC(OC(C)(C)C)=O. Product: [CH2:1]([O:3][C:4](=[O:24])[CH:5]([O:21][CH2:22][CH3:23])[CH2:6][C:7]1[C:16]2[C:11](=[CH:12][CH:13]=[CH:14][CH:15]=2)[C:10]([O:17][CH2:38][CH2:37][C:27]2[N:28]=[C:29]([C:31]3[CH:36]=[CH:35][CH:34]=[CH:33][CH:32]=3)[O:30][C:26]=2[CH3:25])=[C:9]([CH2:18][CH:19]=[CH2:20])[CH:8]=1)[CH3:2]. The catalyst class is: 7. (4) Reactant: Cl.[NH:2]1[C:6]2[CH:7]=[CH:8][C:9]([C:11]([N:13]3[CH2:16][C:15]4([CH2:21][CH2:20][NH:19][CH2:18][CH2:17]4)[CH2:14]3)=[O:12])=[CH:10][C:5]=2[N:4]=[N:3]1.CN1CCOCC1.[Cl:29][C:30]1[CH:31]=[C:32](/[CH:37]=[CH:38]/[C:39](O)=[O:40])[CH:33]=[C:34]([Cl:36])[CH:35]=1.F[P-](F)(F)(F)(F)F.N1(OC(N(C)C)=[N+](C)C)C2N=CC=CC=2N=N1. Product: [NH:2]1[C:6]2[CH:7]=[CH:8][C:9]([C:11]([N:13]3[CH2:16][C:15]4([CH2:17][CH2:18][N:19]([C:39](=[O:40])/[CH:38]=[CH:37]/[C:32]5[CH:31]=[C:30]([Cl:29])[CH:35]=[C:34]([Cl:36])[CH:33]=5)[CH2:20][CH2:21]4)[CH2:14]3)=[O:12])=[CH:10][C:5]=2[N:4]=[N:3]1. The catalyst class is: 9. (5) Reactant: [CH:1]([C:3]1[CH:10]=[CH:9][C:6]([C:7]#[N:8])=[C:5]([F:11])[CH:4]=1)=[CH2:2].C1C=C(Cl)C=C(C(OO)=[O:20])C=1. Product: [F:11][C:5]1[CH:4]=[C:3]([CH:1]2[CH2:2][O:20]2)[CH:10]=[CH:9][C:6]=1[C:7]#[N:8]. The catalyst class is: 2. (6) Reactant: [H-].[Na+].[C:3](=[O:8])([O:6][CH3:7])OC.[C:9]([C:12]1[CH:13]=[C:14]([CH:17]=[CH:18][CH:19]=1)[C:15]#[N:16])(=[O:11])[CH3:10]. Product: [C:15]([C:14]1[CH:13]=[C:12]([C:9](=[O:11])[CH2:10][C:3]([O:6][CH3:7])=[O:8])[CH:19]=[CH:18][CH:17]=1)#[N:16]. The catalyst class is: 11. (7) Reactant: C(OC([NH:8][CH2:9][CH2:10][CH2:11][CH2:12][C:13]([C:24]1[N:25]=[CH:26][N:27]([CH2:29][C:30]2[S:31][C:32]([CH:35]3[CH2:37][CH2:36]3)=[N:33][N:34]=2)[CH:28]=1)(C(OCC)=O)[C:14]([O:16]CC)=[O:15])=O)(C)(C)C. Product: [NH2:8][CH2:9][CH2:10][CH2:11][CH2:12][CH:13]([C:24]1[N:25]=[CH:26][N:27]([CH2:29][C:30]2[S:31][C:32]([CH:35]3[CH2:37][CH2:36]3)=[N:33][N:34]=2)[CH:28]=1)[C:14]([OH:16])=[O:15]. The catalyst class is: 33. (8) Reactant: Cl[C:2]1[C:3]2[C:10]3[CH2:11][CH2:12][C:13]4([CH2:18][C:9]=3[S:8][C:4]=2[N:5]=[CH:6][N:7]=1)[O:17][CH2:16][CH2:15][O:14]4.[F:19][C:20]1[CH:26]=[CH:25][C:23]([NH2:24])=[CH:22][C:21]=1[Cl:27].Cl. Product: [Cl:27][C:21]1[CH:22]=[C:23]([NH:24][C:2]2[C:3]3[C:10]4[CH2:11][CH2:12][C:13]5([CH2:18][C:9]=4[S:8][C:4]=3[N:5]=[CH:6][N:7]=2)[O:17][CH2:16][CH2:15][O:14]5)[CH:25]=[CH:26][C:20]=1[F:19]. The catalyst class is: 8.